From a dataset of Catalyst prediction with 721,799 reactions and 888 catalyst types from USPTO. Predict which catalyst facilitates the given reaction. (1) Reactant: [C:1]([O:5][C:6]([N:8]1[CH2:24][CH2:23][C:10]2([CH2:13][CH:12]([N:14]3[CH2:19][CH2:18][CH:17]([C:20]([OH:22])=O)[CH2:16][CH2:15]3)[CH2:11]2)[CH2:9]1)=[O:7])([CH3:4])([CH3:3])[CH3:2].Cl.[CH3:26][C:27]1([NH2:31])[CH2:30][CH2:29][CH2:28]1.CN(C(ON1N=NC2C=CC=NC1=2)=[N+](C)C)C.F[P-](F)(F)(F)(F)F.CCN(C(C)C)C(C)C. Product: [CH3:26][C:27]1([NH:31][C:20]([CH:17]2[CH2:16][CH2:15][N:14]([CH:12]3[CH2:13][C:10]4([CH2:23][CH2:24][N:8]([C:6]([O:5][C:1]([CH3:4])([CH3:2])[CH3:3])=[O:7])[CH2:9]4)[CH2:11]3)[CH2:19][CH2:18]2)=[O:22])[CH2:30][CH2:29][CH2:28]1. The catalyst class is: 3. (2) Reactant: C[O:2][C:3]1[CH:4]=[CH:5][C:6]2[C:10]([C:11]([C:13]3[CH:45]=[CH:44][C:16]([O:17][CH2:18][CH2:19][CH2:20][CH2:21][CH2:22][C:23]([CH2:34][CH2:35][CH2:36][C:37]([F:43])([F:42])[C:38]([F:41])([F:40])[F:39])([C:29]([O:31][CH2:32][CH3:33])=[O:30])[C:24]([O:26][CH2:27][CH3:28])=[O:25])=[CH:15][CH:14]=3)=[O:12])=[C:9]([C:46]3[CH:51]=[CH:50][C:49]([O:52]C)=[CH:48][CH:47]=3)[S:8][C:7]=2[CH:54]=1.[Cl-].[Al+3].[Cl-].[Cl-].C(S)C.O1CCCC1. Product: [OH:2][C:3]1[CH:4]=[CH:5][C:6]2[C:10]([C:11]([C:13]3[CH:45]=[CH:44][C:16]([O:17][CH2:18][CH2:19][CH2:20][CH2:21][CH2:22][C:23]([CH2:34][CH2:35][CH2:36][C:37]([F:43])([F:42])[C:38]([F:39])([F:40])[F:41])([C:24]([O:26][CH2:27][CH3:28])=[O:25])[C:29]([O:31][CH2:32][CH3:33])=[O:30])=[CH:15][CH:14]=3)=[O:12])=[C:9]([C:46]3[CH:51]=[CH:50][C:49]([OH:52])=[CH:48][CH:47]=3)[S:8][C:7]=2[CH:54]=1. The catalyst class is: 46. (3) Reactant: [C:1]1(C(C)C)[CH:6]=[CH:5][CH:4]=[CH:3][CH:2]=1.[O-]O.[C:12]1([CH:18]([CH3:20])[CH3:19])[CH:17]=[CH:16][CH:15]=[CH:14][CH:13]=1.CC(C)(C1C=CC=CC=1)[OH:23]. Product: [C:1]1([OH:23])[CH:6]=[CH:5][CH:4]=[CH:3][CH:2]=1.[CH3:20][C:18]([C:12]1[CH:17]=[CH:16][CH:15]=[CH:14][CH:13]=1)=[CH2:19]. The catalyst class is: 21. (4) Reactant: [Cl:1][C:2]1[C:7]([N:8]2[CH2:13][CH2:12][CH:11]([C:14]3[CH:19]=[CH:18][CH:17]=[CH:16][C:15]=3[C:20]([F:23])([F:22])[F:21])[CH2:10][CH2:9]2)=[CH:6][N:5]=[N:4][C:3]=1[NH:24][NH:25][C:26](=[O:31])[CH2:27][CH:28]1[CH2:30][CH2:29]1.P(Cl)(Cl)(Cl)=[O:33]. Product: [C:26]([O-:31])(=[O:33])[CH3:27].[NH4+:4].[Cl:1][C:2]1[C:3]2[N:4]([C:26]([CH2:27][CH:28]3[CH2:30][CH2:29]3)=[N:25][N:24]=2)[N:5]=[CH:6][C:7]=1[N:8]1[CH2:9][CH2:10][CH:11]([C:14]2[CH:19]=[CH:18][CH:17]=[CH:16][C:15]=2[C:20]([F:23])([F:21])[F:22])[CH2:12][CH2:13]1. The catalyst class is: 647. (5) Reactant: [F:1][C:2]([F:29])([F:28])[C:3]1[CH:4]=[C:5]([CH:25]=[CH:26][CH:27]=1)[CH2:6][O:7][N:8]=[C:9]1[CH2:14][CH2:13][N:12]([S:15]([C:18]2[CH:23]=[CH:22][C:21]([NH2:24])=[CH:20][CH:19]=2)(=[O:17])=[O:16])[CH2:11][CH2:10]1.N1C=CC=CC=1.Cl[CH2:37][CH2:38][O:39]C(Cl)=O.[OH-].[K+]. Product: [F:29][C:2]([F:1])([F:28])[C:3]1[CH:4]=[C:5]([CH:25]=[CH:26][CH:27]=1)[CH2:6][O:7][N:8]=[C:9]1[CH2:10][CH2:11][N:12]([S:15]([C:18]2[CH:23]=[CH:22][C:21]([NH:24][CH2:37][CH2:38][OH:39])=[CH:20][CH:19]=2)(=[O:16])=[O:17])[CH2:13][CH2:14]1. The catalyst class is: 22. (6) Reactant: [F:1][C:2]1[CH:3]=[C:4]2[C:8](=[CH:9][CH:10]=1)[C:7](=[O:11])[CH2:6][CH2:5]2.CS(O)(=O)=O.[N-:17]=[N+]=[N-].[Na+].[OH-].[Na+]. The catalyst class is: 4. Product: [F:1][C:2]1[CH:3]=[C:4]2[C:8](=[CH:9][CH:10]=1)[C:7](=[O:11])[NH:17][CH2:6][CH2:5]2. (7) The catalyst class is: 2. Product: [C:5]([C:4]1[CH:3]=[C:2]([NH:1][C:18](=[O:19])[C:17]([F:28])([F:27])[F:16])[CH:9]=[CH:8][CH:7]=1)#[N:6]. Reactant: [NH2:1][C:2]1[CH:3]=[C:4]([CH:7]=[CH:8][CH:9]=1)[C:5]#[N:6].N1C=CC=CC=1.[F:16][C:17]([F:28])([F:27])[C:18](O[C:18](=[O:19])[C:17]([F:28])([F:27])[F:16])=[O:19]. (8) Reactant: [C:1]([O:5][C:6]([NH:8][CH2:9][C@H:10]1[CH2:15][CH2:14][C@H:13]([C:16]([NH:18][C@H:19]([C:36](=[O:49])[NH:37][C:38]2[CH:43]=[CH:42][C:41]([C:44]3[N:45]=[N:46][NH:47][N:48]=3)=[CH:40][CH:39]=2)[CH2:20][C:21]2[CH:26]=[CH:25][C:24]([C:27]3[CH:32]=[CH:31][C:30]([C:33](O)=[O:34])=[CH:29][CH:28]=3)=[CH:23][CH:22]=2)=[O:17])[CH2:12][CH2:11]1)=[O:7])([CH3:4])([CH3:3])[CH3:2].[C:50]([O:54][C:55]([N:57]1[CH2:61][CH2:60][C@@H:59]([NH2:62])[CH2:58]1)=[O:56])([CH3:53])([CH3:52])[CH3:51].F[P-](F)(F)(F)(F)F.CN(C(ON1C2=NC=CC=C2N=N1)=[N+](C)C)C.C(N(CC)C(C)C)(C)C. Product: [C:1]([O:5][C:6]([NH:8][CH2:9][C@H:10]1[CH2:15][CH2:14][C@H:13]([C:16]([NH:18][C@H:19]([C:36](=[O:49])[NH:37][C:38]2[CH:43]=[CH:42][C:41]([C:44]3[N:45]=[N:46][NH:47][N:48]=3)=[CH:40][CH:39]=2)[CH2:20][C:21]2[CH:26]=[CH:25][C:24]([C:27]3[CH:28]=[CH:29][C:30]([C:33]([NH:62][C@@H:59]4[CH2:60][CH2:61][N:57]([C:55]([O:54][C:50]([CH3:53])([CH3:51])[CH3:52])=[O:56])[CH2:58]4)=[O:34])=[CH:31][CH:32]=3)=[CH:23][CH:22]=2)=[O:17])[CH2:12][CH2:11]1)=[O:7])([CH3:4])([CH3:2])[CH3:3]. The catalyst class is: 7.